From a dataset of Catalyst prediction with 721,799 reactions and 888 catalyst types from USPTO. Predict which catalyst facilitates the given reaction. (1) Reactant: [CH3:1][O:2][C:3]1[CH:32]=[CH:31][C:6]([CH2:7][N:8]2[C:16]3[C:11](=[CH:12][CH:13]=[CH:14][CH:15]=3)[C:10]([C:17]3[N:22]=[C:21]([NH:23][C:24]4[CH:29]=[CH:28][N:27]=[CH:26][CH:25]=4)[C:20]([OH:30])=[CH:19][N:18]=3)=[N:9]2)=[CH:5][CH:4]=1.FC(F)(F)S(O[CH2:39][C:40]([F:43])([F:42])[F:41])(=O)=O.C(=O)([O-])[O-].[K+].[K+].C(#N)C. Product: [CH3:1][O:2][C:3]1[CH:4]=[CH:5][C:6]([CH2:7][N:8]2[C:16]3[C:11](=[CH:12][CH:13]=[CH:14][CH:15]=3)[C:10]([C:17]3[N:22]=[C:21]([NH:23][C:24]4[CH:29]=[CH:28][N:27]=[CH:26][CH:25]=4)[C:20]([O:30][CH2:39][C:40]([F:43])([F:42])[F:41])=[CH:19][N:18]=3)=[N:9]2)=[CH:31][CH:32]=1. The catalyst class is: 3. (2) Product: [Br:23][C:15]1[CH:14]=[C:13]([CH:18]=[C:17]([C:19]([CH3:22])([CH3:21])[CH3:20])[CH:16]=1)[C:24]([O:26][C:27]([CH3:30])([CH3:29])[CH3:28])=[O:25]. The catalyst class is: 11. Reactant: [Li]CCCC.C([Mg]Cl)CCC.Br[C:13]1[CH:18]=[C:17]([C:19]([CH3:22])([CH3:21])[CH3:20])[CH:16]=[C:15]([Br:23])[CH:14]=1.[C:24](O[C:24]([O:26][C:27]([CH3:30])([CH3:29])[CH3:28])=[O:25])([O:26][C:27]([CH3:30])([CH3:29])[CH3:28])=[O:25]. (3) Reactant: [CH:1]1([CH:7]([C:9]2[C:10]3[CH:17]=[CH:16][N:15]([Si:18]([CH:25]([CH3:27])[CH3:26])([CH:22]([CH3:24])[CH3:23])[CH:19]([CH3:21])[CH3:20])[C:11]=3[N:12]=[CH:13][N:14]=2)[OH:8])[CH2:6][CH2:5][CH2:4][CH2:3][CH2:2]1.CC(OI1(OC(C)=O)(OC(C)=O)OC(=O)C2C1=CC=CC=2)=O.C(=O)([O-])O.[Na+].S([O-])([O-])(=O)=S.[Na+].[Na+]. Product: [CH:1]1([C:7]([C:9]2[C:10]3[CH:17]=[CH:16][N:15]([Si:18]([CH:22]([CH3:24])[CH3:23])([CH:25]([CH3:27])[CH3:26])[CH:19]([CH3:20])[CH3:21])[C:11]=3[N:12]=[CH:13][N:14]=2)=[O:8])[CH2:2][CH2:3][CH2:4][CH2:5][CH2:6]1. The catalyst class is: 4. (4) Reactant: [Cl:1][C:2]1[N:3]=[C:4]([N:11]2[CH2:16][CH2:15][O:14][CH2:13][CH2:12]2)[C:5]2[O:10][CH:9]=[CH:8][C:6]=2[N:7]=1.C([Li])CCC.[I:22]I. Product: [Cl:1][C:2]1[N:3]=[C:4]([N:11]2[CH2:16][CH2:15][O:14][CH2:13][CH2:12]2)[C:5]2[O:10][C:9]([I:22])=[CH:8][C:6]=2[N:7]=1. The catalyst class is: 1. (5) Reactant: [CH3:1][C:2]1[C:10]2[C:5](=[CH:6][CH:7]=[C:8](B3OC(C)(C)C(C)(C)O3)[CH:9]=2)[NH:4][CH:3]=1.FC(F)(F)S(O[C:26]1[CH2:31][CH2:30][N:29]([C:32]([O:34][C:35]([CH3:38])([CH3:37])[CH3:36])=[O:33])[CH2:28][CH:27]=1)(=O)=O.C(=O)([O-])[O-].[Cs+].[Cs+]. Product: [CH3:1][C:2]1[C:10]2[C:5](=[CH:6][CH:7]=[C:8]([C:26]3[CH2:31][CH2:30][N:29]([C:32]([O:34][C:35]([CH3:38])([CH3:37])[CH3:36])=[O:33])[CH2:28][CH:27]=3)[CH:9]=2)[NH:4][CH:3]=1. The catalyst class is: 151.